Dataset: Forward reaction prediction with 1.9M reactions from USPTO patents (1976-2016). Task: Predict the product of the given reaction. Given the reactants [Cl:1][C:2]1[CH:3]=[C:4]([S:9]([N:12]2[C:21]3[C:16](=[CH:17][CH:18]=[CH:19][CH:20]=3)[NH:15][C:14](=[O:22])[C@H:13]2[CH2:23][C:24]([OH:26])=[O:25])(=[O:11])=[O:10])[CH:5]=[CH:6][C:7]=1[Cl:8].CCN(CC)CC.CCN=C=NCCCN(C)C.C1C=CC2N(O)N=NC=2C=1.[N:55]1[C:64]2[NH:63][CH2:62][CH2:61][CH2:60][C:59]=2[CH:58]=[CH:57][C:56]=1[CH2:65][CH2:66][CH2:67][CH2:68]O, predict the reaction product. The product is: [Cl:1][C:2]1[CH:3]=[C:4]([S:9]([N:12]2[C:21]3[C:16](=[CH:17][CH:18]=[CH:19][CH:20]=3)[NH:15][C:14](=[O:22])[C@H:13]2[CH2:23][C:24]([O:26][CH2:68][CH2:67][CH2:66][CH2:65][C:56]2[CH:57]=[CH:58][C:59]3[CH2:60][CH2:61][CH2:62][NH:63][C:64]=3[N:55]=2)=[O:25])(=[O:11])=[O:10])[CH:5]=[CH:6][C:7]=1[Cl:8].